From a dataset of Forward reaction prediction with 1.9M reactions from USPTO patents (1976-2016). Predict the product of the given reaction. (1) Given the reactants C([O:3][C:4](=[O:30])[C:5]1[CH:10]=[C:9]([Cl:11])[C:8]([N:12]2[CH2:16][CH2:15][CH:14]([NH:17][C:18]([O:20][C:21]([CH3:24])([CH3:23])[CH3:22])=[O:19])[CH2:13]2)=[C:7]([F:25])[C:6]=1[NH:26][CH:27]1[CH2:29][CH2:28]1)C.[OH-].[Na+].CO, predict the reaction product. The product is: [C:21]([O:20][C:18]([NH:17][CH:14]1[CH2:15][CH2:16][N:12]([C:8]2[C:9]([Cl:11])=[CH:10][C:5]([C:4]([OH:30])=[O:3])=[C:6]([NH:26][CH:27]3[CH2:28][CH2:29]3)[C:7]=2[F:25])[CH2:13]1)=[O:19])([CH3:24])([CH3:22])[CH3:23]. (2) Given the reactants [Cl:1][C:2]1[CH:26]=[CH:25][C:5]([O:6][C:7]2[N:12]=[CH:11][C:10]([NH:13][C:14](=[O:24])[C:15]3[CH:20]=[CH:19][CH:18]=[CH:17][C:16]=3[N+:21]([O-])=O)=[CH:9][CH:8]=2)=[C:4]([CH3:27])[CH:3]=1.[H][H], predict the reaction product. The product is: [NH2:21][C:16]1[CH:17]=[CH:18][CH:19]=[CH:20][C:15]=1[C:14]([NH:13][C:10]1[CH:11]=[N:12][C:7]([O:6][C:5]2[CH:25]=[CH:26][C:2]([Cl:1])=[CH:3][C:4]=2[CH3:27])=[CH:8][CH:9]=1)=[O:24].